Predict the product of the given reaction. From a dataset of Forward reaction prediction with 1.9M reactions from USPTO patents (1976-2016). (1) Given the reactants [F:1][C:2]1[CH:3]=[C:4]([N+:15]([O-])=O)[CH:5]=[C:6]2[C:10]=1[N:9]([CH2:11][CH2:12][CH3:13])[C:8](=[O:14])[CH2:7]2.[Cl-].[NH4+], predict the reaction product. The product is: [NH2:15][C:4]1[CH:5]=[C:6]2[C:10](=[C:2]([F:1])[CH:3]=1)[N:9]([CH2:11][CH2:12][CH3:13])[C:8](=[O:14])[CH2:7]2. (2) Given the reactants [H-].[Na+].[CH3:3][CH:4]([OH:7])[C:5]#[CH:6].Br[CH2:9][C:10]([O:12][CH3:13])=[O:11], predict the reaction product. The product is: [CH3:3][CH:4]([O:7][CH2:9][C:10]([O:12][CH3:13])=[O:11])[C:5]#[CH:6]. (3) Given the reactants [CH2:1](Br)[C:2]1[CH:7]=[CH:6][CH:5]=[CH:4][CH:3]=1.C(=O)([O-])[O-].[K+].[K+].[F:15][C:16]1[CH:21]=[CH:20][C:19]([OH:22])=[C:18]([N+:23]([O-])=O)[CH:17]=1.[Cl-].[NH4+], predict the reaction product. The product is: [CH2:1]([O:22][C:19]1[CH:20]=[CH:21][C:16]([F:15])=[CH:17][C:18]=1[NH2:23])[C:2]1[CH:7]=[CH:6][CH:5]=[CH:4][CH:3]=1. (4) Given the reactants [NH:1]1[C:5]2[CH:6]=[CH:7][CH:8]=[CH:9][C:4]=2[N:3]=[C:2]1[C:10]([OH:12])=O.Cl.[NH:14]1[CH2:17][CH:16]([C:18]2[C:23]([Cl:24])=[N:22][CH:21]=[CH:20][N:19]=2)[CH2:15]1.CN(C(ON1N=NC2C=CC=NC1=2)=[N+](C)C)C.F[P-](F)(F)(F)(F)F.CCN(CC)CC.C([O-])([O-])=O.[Na+].[Na+], predict the reaction product. The product is: [NH:3]1[C:4]2[CH:9]=[CH:8][CH:7]=[CH:6][C:5]=2[N:1]=[C:2]1[C:10]([N:14]1[CH2:17][CH:16]([C:18]2[C:23]([Cl:24])=[N:22][CH:21]=[CH:20][N:19]=2)[CH2:15]1)=[O:12]. (5) Given the reactants [CH:1]([C:3]1[CH:10]=[CH:9][C:6]([C:7]#[N:8])=[CH:5][CH:4]=1)=O.[C@@H:11]1([NH2:21])[C:20]2[C:15](=[CH:16][CH:17]=[CH:18][CH:19]=2)[CH2:14][CH2:13][CH2:12]1, predict the reaction product. The product is: [C@@H:11]1([NH:21][CH2:1][C:3]2[CH:10]=[CH:9][C:6]([C:7]#[N:8])=[CH:5][CH:4]=2)[C:20]2[C:15](=[CH:16][CH:17]=[CH:18][CH:19]=2)[CH2:14][CH2:13][CH2:12]1. (6) Given the reactants [Cl:1][C:2]1[C:3]([C:11]([CH:13]2[CH2:18][CH2:17][CH2:16][CH2:15][CH2:14]2)=O)=[C:4]2[CH:10]=[CH:9][NH:8][C:5]2=[N:6][CH:7]=1.[NH2:19][NH2:20].CC(O)=O, predict the reaction product. The product is: [Cl:1][C:2]1[C:3]([C:11]([CH:13]2[CH2:18][CH2:17][CH2:16][CH2:15][CH2:14]2)=[N:19][NH2:20])=[C:4]2[CH:10]=[CH:9][NH:8][C:5]2=[N:6][CH:7]=1. (7) Given the reactants [CH:1]12[CH2:10][CH:5]3[CH2:6][CH:7]([CH2:9][CH:3]([CH2:4]3)[CH:2]1[NH:11][NH:12][C:13]1[CH:18]=[CH:17][CH:16]=[CH:15][C:14]=1[N+:19]([O-:21])=[O:20])[CH2:8]2.[Br:22][CH2:23][C:24](Br)=[O:25], predict the reaction product. The product is: [Br:22][CH2:23][C:24]([N:11]([CH:2]1[CH:3]2[CH2:9][CH:7]3[CH2:6][CH:5]([CH2:10][CH:1]1[CH2:8]3)[CH2:4]2)[NH:12][C:13]1[CH:18]=[CH:17][CH:16]=[CH:15][C:14]=1[N+:19]([O-:21])=[O:20])=[O:25]. (8) Given the reactants [Cl:1][C:2]1[CH:3]=[C:4]([N:10]2[C:14]([CH3:15])=[C:13]([CH2:16][C:17]3[CH:18]=[C:19]([CH:23]=[CH:24][CH:25]=3)[C:20]([OH:22])=O)[C:12]([CH3:26])=[N:11]2)[CH:5]=[CH:6][C:7]=1[C:8]#[N:9].[CH:27]1([NH2:30])[CH2:29][CH2:28]1.[Cl-].COC1N=C(OC)N=C([N+]2(C)CCOCC2)N=1.C(=O)([O-])O.[Na+], predict the reaction product. The product is: [Cl:1][C:2]1[CH:3]=[C:4]([N:10]2[C:14]([CH3:15])=[C:13]([CH2:16][C:17]3[CH:18]=[C:19]([CH:23]=[CH:24][CH:25]=3)[C:20]([NH:30][CH:27]3[CH2:29][CH2:28]3)=[O:22])[C:12]([CH3:26])=[N:11]2)[CH:5]=[CH:6][C:7]=1[C:8]#[N:9]. (9) Given the reactants [I:1][C:2]1[CH:3]=[C:4]([CH:8]=[CH:9][C:10]=1[N+:11]([O-:13])=[O:12])[C:5]([OH:7])=O.[NH2:14][CH2:15][C:16]([O:18][CH2:19][C:20]1[CH:25]=[CH:24][CH:23]=[CH:22][CH:21]=1)=[O:17].C1CCC(N=C=NC2CCCCC2)CC1, predict the reaction product. The product is: [I:1][C:2]1[CH:3]=[C:4]([CH:8]=[CH:9][C:10]=1[N+:11]([O-:13])=[O:12])[C:5]([NH:14][CH2:15][C:16]([O:18][CH2:19][C:20]1[CH:25]=[CH:24][CH:23]=[CH:22][CH:21]=1)=[O:17])=[O:7]. (10) Given the reactants [Cl:1][C:2]1[CH:7]=[CH:6][CH:5]=[C:4]([Cl:8])[C:3]=1[NH:9][C:10]1[CH:11]=[C:12]([CH2:16][C:17]([OH:19])=[O:18])[CH:13]=[CH:14][CH:15]=1.[CH3:20][N:21]([CH3:35])[CH2:22][C@H:23]([CH3:34])[C@H:24]([C:27]1[CH:28]=[C:29](O)[CH:30]=[CH:31][CH:32]=1)[CH2:25][CH3:26].C1(N=C=NC2CCCCC2)CCCCC1, predict the reaction product. The product is: [Cl:1][C:2]1[CH:7]=[CH:6][CH:5]=[C:4]([Cl:8])[C:3]=1[NH:9][C:10]1[CH:11]=[C:12]([CH2:16][C:17]([O:19][C:31]2[CH:30]=[CH:29][CH:28]=[C:27]([C@H:24]([CH2:25][CH3:26])[C@@H:23]([CH3:34])[CH2:22][N:21]([CH3:35])[CH3:20])[CH:32]=2)=[O:18])[CH:13]=[CH:14][CH:15]=1.